Regression/Classification. Given a drug SMILES string, predict its absorption, distribution, metabolism, or excretion properties. Task type varies by dataset: regression for continuous measurements (e.g., permeability, clearance, half-life) or binary classification for categorical outcomes (e.g., BBB penetration, CYP inhibition). Dataset: cyp3a4_veith. From a dataset of CYP3A4 inhibition data for predicting drug metabolism from PubChem BioAssay. The compound is CC(=O)OC[C@@H]1O[C@@H](O/N=C2/C[C@@H](O)[C@@H](O)[C@@H]3[C@@H]4C(=O)N(C[C@@H]5CCCO5)C(=O)[C@H]4CC[C@@H]23)[C@H](OC(C)=O)[C@H](OC(C)=O)[C@@H]1OC(C)=O. The result is 0 (non-inhibitor).